This data is from Forward reaction prediction with 1.9M reactions from USPTO patents (1976-2016). The task is: Predict the product of the given reaction. (1) Given the reactants Cl[CH:2]1[CH2:6][CH2:5][CH2:4][C:3]1=O.[CH3:8][O:9][C:10]1[CH:11]=[C:12]([NH:22][C:23]([NH2:25])=[S:24])[CH:13]=[CH:14][C:15]=1[N:16]1[CH:20]=[C:19]([CH3:21])[N:18]=[CH:17]1, predict the reaction product. The product is: [S:24]1[C:3]2[CH2:4][CH2:5][CH2:6][C:2]=2[N:25]=[C:23]1[NH:22][C:12]1[CH:13]=[CH:14][C:15]([N:16]2[CH:20]=[C:19]([CH3:21])[N:18]=[CH:17]2)=[C:10]([O:9][CH3:8])[CH:11]=1. (2) Given the reactants [C:1](/[CH:3]=[CH:4]/[S:5]([C:8]1[CH:13]=[CH:12][C:11]([C:14]([CH3:26])([CH3:25])[C:15]([NH:17][C:18]2[CH:23]=[CH:22][CH:21]=[CH:20][C:19]=2O)=[O:16])=[CH:10][CH:9]=1)(=[O:7])=[O:6])#[N:2].CS(O)(=O)=O, predict the reaction product. The product is: [O:16]1[C:23]2[CH:22]=[CH:21][CH:20]=[CH:19][C:18]=2[N:17]=[C:15]1[C:14]([C:11]1[CH:10]=[CH:9][C:8]([S:5](/[CH:4]=[CH:3]/[C:1]#[N:2])(=[O:7])=[O:6])=[CH:13][CH:12]=1)([CH3:25])[CH3:26]. (3) The product is: [Br:1][CH2:2][CH2:3][CH2:4][CH2:5][CH2:6][CH2:7][O:8][CH2:9][CH2:10][CH2:11][CH2:12][C:13]1[CH:14]=[C:15]([NH:19][C:20]([NH2:22])=[O:21])[CH:16]=[CH:17][CH:18]=1. Given the reactants [Br:1][CH2:2][CH2:3][CH2:4][CH2:5][CH2:6][CH2:7][O:8][CH2:9][CH2:10][C:11]#[C:12][C:13]1[CH:14]=[C:15]([NH:19][C:20]([NH2:22])=[O:21])[CH:16]=[CH:17][CH:18]=1, predict the reaction product. (4) Given the reactants FC(F)(F)C([N:5]1[CH2:11][CH2:10][CH2:9][C:8]2[CH:12]=[CH:13][C:14]([NH2:16])=[CH:15][C:7]=2[CH2:6]1)=O.N1C=CC=CC=1.[Cl:25][C:26]1[C:27]([N:36]2[CH:40]=[CH:39][CH:38]=[C:37]2[S:41](Cl)(=[O:43])=[O:42])=[N:28][CH:29]=[C:30]([C:32]([F:35])([F:34])[F:33])[CH:31]=1, predict the reaction product. The product is: [Cl:25][C:26]1[C:27]([N:36]2[CH:40]=[CH:39][CH:38]=[C:37]2[S:41]([NH:16][C:14]2[CH:13]=[CH:12][C:8]3[CH2:9][CH2:10][CH2:11][NH:5][CH2:6][C:7]=3[CH:15]=2)(=[O:43])=[O:42])=[N:28][CH:29]=[C:30]([C:32]([F:35])([F:33])[F:34])[CH:31]=1.